This data is from NCI-60 drug combinations with 297,098 pairs across 59 cell lines. The task is: Regression. Given two drug SMILES strings and cell line genomic features, predict the synergy score measuring deviation from expected non-interaction effect. (1) Drug 1: C(=O)(N)NO. Drug 2: CC1=C(N=C(N=C1N)C(CC(=O)N)NCC(C(=O)N)N)C(=O)NC(C(C2=CN=CN2)OC3C(C(C(C(O3)CO)O)O)OC4C(C(C(C(O4)CO)O)OC(=O)N)O)C(=O)NC(C)C(C(C)C(=O)NC(C(C)O)C(=O)NCCC5=NC(=CS5)C6=NC(=CS6)C(=O)NCCC[S+](C)C)O. Cell line: NCI-H226. Synergy scores: CSS=-2.50, Synergy_ZIP=3.34, Synergy_Bliss=1.73, Synergy_Loewe=-2.01, Synergy_HSA=-3.41. (2) Drug 1: CCN(CC)CCCC(C)NC1=C2C=C(C=CC2=NC3=C1C=CC(=C3)Cl)OC. Drug 2: COCCOC1=C(C=C2C(=C1)C(=NC=N2)NC3=CC=CC(=C3)C#C)OCCOC.Cl. Cell line: SNB-19. Synergy scores: CSS=36.3, Synergy_ZIP=8.36, Synergy_Bliss=12.4, Synergy_Loewe=5.10, Synergy_HSA=10.3. (3) Drug 1: CS(=O)(=O)C1=CC(=C(C=C1)C(=O)NC2=CC(=C(C=C2)Cl)C3=CC=CC=N3)Cl. Drug 2: CC1CCC2CC(C(=CC=CC=CC(CC(C(=O)C(C(C(=CC(C(=O)CC(OC(=O)C3CCCCN3C(=O)C(=O)C1(O2)O)C(C)CC4CCC(C(C4)OC)OCCO)C)C)O)OC)C)C)C)OC. Cell line: OVCAR-8. Synergy scores: CSS=33.8, Synergy_ZIP=-5.48, Synergy_Bliss=-3.43, Synergy_Loewe=-7.60, Synergy_HSA=-0.950. (4) Drug 1: C1=CC(=CC=C1CCC2=CNC3=C2C(=O)NC(=N3)N)C(=O)NC(CCC(=O)O)C(=O)O. Drug 2: CC12CCC3C(C1CCC2O)C(CC4=C3C=CC(=C4)O)CCCCCCCCCS(=O)CCCC(C(F)(F)F)(F)F. Cell line: SF-268. Synergy scores: CSS=13.9, Synergy_ZIP=-2.51, Synergy_Bliss=-1.86, Synergy_Loewe=-9.82, Synergy_HSA=-2.47. (5) Drug 1: COC1=C(C=C2C(=C1)N=CN=C2NC3=CC(=C(C=C3)F)Cl)OCCCN4CCOCC4. Drug 2: CCC1(CC2CC(C3=C(CCN(C2)C1)C4=CC=CC=C4N3)(C5=C(C=C6C(=C5)C78CCN9C7C(C=CC9)(C(C(C8N6C)(C(=O)OC)O)OC(=O)C)CC)OC)C(=O)OC)O.OS(=O)(=O)O. Cell line: UO-31. Synergy scores: CSS=30.4, Synergy_ZIP=-7.34, Synergy_Bliss=-1.51, Synergy_Loewe=1.15, Synergy_HSA=1.31. (6) Drug 1: COC1=NC(=NC2=C1N=CN2C3C(C(C(O3)CO)O)O)N. Drug 2: CC1=C(C(=CC=C1)Cl)NC(=O)C2=CN=C(S2)NC3=CC(=NC(=N3)C)N4CCN(CC4)CCO. Cell line: HT29. Synergy scores: CSS=-4.49, Synergy_ZIP=-0.316, Synergy_Bliss=-4.82, Synergy_Loewe=-30.4, Synergy_HSA=-7.84. (7) Drug 1: CS(=O)(=O)C1=CC(=C(C=C1)C(=O)NC2=CC(=C(C=C2)Cl)C3=CC=CC=N3)Cl. Drug 2: CN(CCCl)CCCl.Cl. Cell line: CCRF-CEM. Synergy scores: CSS=41.7, Synergy_ZIP=-0.102, Synergy_Bliss=-2.78, Synergy_Loewe=-22.9, Synergy_HSA=-4.06.